Dataset: hERG Central: cardiac toxicity at 1µM, 10µM, and general inhibition. Task: Predict hERG channel inhibition at various concentrations. (1) The molecule is CCN(CC)CCN(Cc1cc2cccc(C)c2[nH]c1=O)C(=S)Nc1ccccc1. Results: hERG_inhib (hERG inhibition (general)): blocker. (2) The molecule is CN(C)CCCN(C(=O)c1ccc(S(=O)(=O)N2CCCCC2)cc1)c1nc2cc3c(cc2s1)OCO3.Cl. Results: hERG_inhib (hERG inhibition (general)): blocker. (3) The molecule is Cc1cccn2cc(CN(c3ccccc3)S(=O)(=O)c3ccc(F)cc3)nc12. Results: hERG_inhib (hERG inhibition (general)): blocker. (4) The molecule is CCOc1ccc(NC(=S)NCCCN2CCN(c3ccc(OC)cc3)CC2)cc1. Results: hERG_inhib (hERG inhibition (general)): blocker. (5) The molecule is CCN1CCN(C(=O)c2ccccc2N(Cc2ccccc2)S(=O)(=O)c2ccc(OC)cc2)CC1. Results: hERG_inhib (hERG inhibition (general)): blocker. (6) The molecule is N=c1c(C(=O)NCc2ccco2)cc2c(=O)n3ccccc3nc2n1CC1CCCO1. Results: hERG_inhib (hERG inhibition (general)): blocker.